This data is from Full USPTO retrosynthesis dataset with 1.9M reactions from patents (1976-2016). The task is: Predict the reactants needed to synthesize the given product. (1) Given the product [CH2:1]([N:5]1[CH:10]=[CH:9][C:8]([CH3:11])=[C:7]([OH:15])[C:6]1=[S:16])[CH2:2][CH2:3][CH3:4], predict the reactants needed to synthesize it. The reactants are: [CH2:1]([N:5]1[CH:10]=[CH:9][C:8]([CH2:11]N(C)C)=[C:7]([OH:15])[C:6]1=[S:16])[CH2:2][CH2:3][CH3:4].IC. (2) The reactants are: [OH:1][CH2:2][CH2:3][NH:4][C:5]([NH:7][C:8]1[CH:13]=[CH:12][C:11]([C:14]2[C:15]3[CH2:29][NH:28][CH2:27][C:16]=3[N:17]=[C:18]([N:20]3[CH2:25][CH2:24][O:23][CH2:22][C@@H:21]3[CH3:26])[N:19]=2)=[CH:10][CH:9]=1)=[O:6].[C:30]1(=O)[CH2:35][CH2:34][CH2:33][CH2:32][CH2:31]1. Given the product [CH:30]1([N:28]2[CH2:29][C:15]3[C:14]([C:11]4[CH:12]=[CH:13][C:8]([NH:7][C:5]([NH:4][CH2:3][CH2:2][OH:1])=[O:6])=[CH:9][CH:10]=4)=[N:19][C:18]([N:20]4[CH2:25][CH2:24][O:23][CH2:22][C@@H:21]4[CH3:26])=[N:17][C:16]=3[CH2:27]2)[CH2:35][CH2:34][CH2:33][CH2:32][CH2:31]1, predict the reactants needed to synthesize it. (3) Given the product [CH2:7]([CH2:6][C@@H:5]([SH:4])[CH2:1][CH2:2][SH:3])[CH2:8][CH2:9][C:10]([OH:12])=[O:11], predict the reactants needed to synthesize it. The reactants are: [CH2:1]1[CH:5]([CH2:6][CH2:7][CH2:8][CH2:9][C:10]([OH:12])=[O:11])[S:4][S:3][CH2:2]1.[BH4-].[Na+]. (4) Given the product [C:15]([C@@:10]([C:11]([OH:13])=[O:12])([OH:14])[C@@:9]([C:1](=[O:8])[C:2]1[CH:7]=[CH:6][CH:5]=[CH:4][CH:3]=1)([OH:23])[C:24]([OH:26])=[O:25])(=[O:22])[C:16]1[CH:21]=[CH:20][CH:19]=[CH:18][CH:17]=1.[CH3:27][C@H:28]1[NH:33][CH2:32][C@H:31]([C:34]([O:36][CH3:37])=[O:35])[CH2:30][CH2:29]1, predict the reactants needed to synthesize it. The reactants are: [C:1]([C@@:9]([C:24]([OH:26])=[O:25])([OH:23])[C@@:10]([C:15](=[O:22])[C:16]1[CH:21]=[CH:20][CH:19]=[CH:18][CH:17]=1)([OH:14])[C:11]([OH:13])=[O:12])(=[O:8])[C:2]1[CH:7]=[CH:6][CH:5]=[CH:4][CH:3]=1.[CH3:27][C@@H:28]1[NH:33][CH2:32][C@@H:31]([C:34]([O:36][CH3:37])=[O:35])[CH2:30][CH2:29]1. (5) Given the product [Cl:50][C:45]1[CH:46]=[CH:47][CH:48]=[CH:49][C:44]=1[C:18]1[CH:17]=[C:16]([NH:15][CH:2]2[CH2:7][CH2:6][N:5]([C:8]([O:10][C:11]([CH3:14])([CH3:13])[CH3:12])=[O:9])[CH2:4][CH2:3]2)[CH:25]=[C:24]2[C:19]=1[CH2:20][N:21]([CH2:35][C:36]1[CH:37]=[CH:38][C:39]([O:42][CH3:43])=[CH:40][CH:41]=1)[C:22](=[O:34])[N:23]2[C:26]1[C:31]([Cl:32])=[CH:30][CH:29]=[CH:28][C:27]=1[Cl:33], predict the reactants needed to synthesize it. The reactants are: O=[C:2]1[CH2:7][CH2:6][N:5]([C:8]([O:10][C:11]([CH3:14])([CH3:13])[CH3:12])=[O:9])[CH2:4][CH2:3]1.[NH2:15][C:16]1[CH:25]=[C:24]2[C:19]([CH2:20][N:21]([CH2:35][C:36]3[CH:41]=[CH:40][C:39]([O:42][CH3:43])=[CH:38][CH:37]=3)[C:22](=[O:34])[N:23]2[C:26]2[C:31]([Cl:32])=[CH:30][CH:29]=[CH:28][C:27]=2[Cl:33])=[C:18]([C:44]2[CH:49]=[CH:48][CH:47]=[CH:46][C:45]=2[Cl:50])[CH:17]=1.[BH-](OC(C)=O)(OC(C)=O)OC(C)=O.[Na+]. (6) Given the product [Cl:1][C:2]1[CH:9]=[CH:8][C:5]([CH2:6][O:7][CH2:22][C:21]2[CH:24]=[CH:25][C:18]([O:17][CH3:16])=[CH:19][CH:20]=2)=[CH:4][C:3]=1[C:10]([F:11])([F:12])[F:13], predict the reactants needed to synthesize it. The reactants are: [Cl:1][C:2]1[CH:9]=[CH:8][C:5]([CH2:6][OH:7])=[CH:4][C:3]=1[C:10]([F:13])([F:12])[F:11].[H-].[Na+].[CH3:16][O:17][C:18]1[CH:25]=[CH:24][C:21]([CH2:22]Cl)=[CH:20][CH:19]=1.[NH4+].[Cl-]. (7) Given the product [NH:8]([C:15]1[C:20]([Br:21])=[CH:19][N:18]=[C:17]([NH:22][C:23]2[CH:24]=[CH:25][C:26]([C:29]#[C:30][CH2:31][NH2:32])=[CH:27][CH:28]=2)[N:16]=1)[C:9]1[CH:14]=[CH:13][CH:12]=[CH:11][CH:10]=1, predict the reactants needed to synthesize it. The reactants are: FC(F)(F)C(O)=O.[NH:8]([C:15]1[C:20]([Br:21])=[CH:19][N:18]=[C:17]([NH:22][C:23]2[CH:28]=[CH:27][C:26]([C:29]#[C:30][CH2:31][NH:32]C(OC(C)(C)C)=O)=[CH:25][CH:24]=2)[N:16]=1)[C:9]1[CH:14]=[CH:13][CH:12]=[CH:11][CH:10]=1.